Task: Predict which catalyst facilitates the given reaction.. Dataset: Catalyst prediction with 721,799 reactions and 888 catalyst types from USPTO Reactant: C1(P(C2C=CC=CC=2)C2C=CC=CC=2)C=CC=CC=1.[C:20]([C:24]1[CH:25]=[C:26]([CH:29]=[CH:30][C:31]=1[OH:32])[CH:27]=[O:28])([CH3:23])([CH3:22])[CH3:21].O[CH2:34][CH2:35][N:36]1[CH2:41][CH2:40][O:39][CH2:38][CH2:37]1.CCOC(/N=N/C(OCC)=O)=O. Product: [C:20]([C:24]1[CH:25]=[C:26]([CH:29]=[CH:30][C:31]=1[O:32][CH2:34][CH2:35][N:36]1[CH2:41][CH2:40][O:39][CH2:38][CH2:37]1)[CH:27]=[O:28])([CH3:23])([CH3:21])[CH3:22]. The catalyst class is: 7.